Predict which catalyst facilitates the given reaction. From a dataset of Catalyst prediction with 721,799 reactions and 888 catalyst types from USPTO. (1) Reactant: Cl.[Br:2][C:3]1[CH:8]=[C:7]([F:9])[CH:6]=[CH:5][C:4]=1[NH:10]N.O=[C:13]1[CH2:18][CH2:17][CH2:16][CH2:15][CH:14]1[CH2:19][C:20]([O:22][CH2:23][CH3:24])=[O:21].C(O)C. Product: [Br:2][C:3]1[CH:8]=[C:7]([F:9])[CH:6]=[C:5]2[C:4]=1[NH:10][C:13]1[CH:14]([CH2:19][C:20]([O:22][CH2:23][CH3:24])=[O:21])[CH2:15][CH2:16][CH2:17][C:18]2=1. The catalyst class is: 15. (2) Reactant: C1(S([N:10]2[C:18]3[C:13](=[CH:14][CH:15]=[C:16]([O:19][CH3:20])[CH:17]=3)[CH:12]=[C:11]2[C:21]2[CH:26]=[CH:25][C:24]([O:27][CH3:28])=[CH:23][C:22]=2[N+:29]([O-:31])=[O:30])(=O)=O)C=CC=CC=1.[F-].C([N+](CCCC)(CCCC)CCCC)CCC.O1CCCC1. Product: [CH3:20][O:19][C:16]1[CH:17]=[C:18]2[C:13]([CH:12]=[C:11]([C:21]3[CH:26]=[CH:25][C:24]([O:27][CH3:28])=[CH:23][C:22]=3[N+:29]([O-:31])=[O:30])[NH:10]2)=[CH:14][CH:15]=1. The catalyst class is: 6. (3) Product: [Si:22]([O:29][CH2:30][C:31](=[CH2:35])[C:32]([NH:1][C:2]1[CH:3]=[C:4]([C:8]2[C:9]3[C:16]([C:17]([O:19][CH2:20][CH3:21])=[O:18])=[CH:15][NH:14][C:10]=3[N:11]=[CH:12][N:13]=2)[CH:5]=[CH:6][CH:7]=1)=[O:33])([C:25]([CH3:28])([CH3:27])[CH3:26])([CH3:23])[CH3:24]. The catalyst class is: 7. Reactant: [NH2:1][C:2]1[CH:3]=[C:4]([C:8]2[C:9]3[C:16]([C:17]([O:19][CH2:20][CH3:21])=[O:18])=[CH:15][NH:14][C:10]=3[N:11]=[CH:12][N:13]=2)[CH:5]=[CH:6][CH:7]=1.[Si:22]([O:29][CH2:30][C:31](=[CH2:35])[C:32](O)=[O:33])([C:25]([CH3:28])([CH3:27])[CH3:26])([CH3:24])[CH3:23].CCCP1(OP(CCC)(=O)OP(CCC)(=O)O1)=O. (4) Reactant: [S:1](Cl)(Cl)=[O:2].[OH:5][C@H:6]([CH3:17])[CH2:7][CH2:8][NH:9][C:10](=[O:16])[O:11][C:12]([CH3:15])([CH3:14])[CH3:13].N1C=CC=CC=1.C(OCC)(=O)C. Product: [CH3:17][C@H:6]1[O:5][S:1](=[O:2])[N:9]([C:10]([O:11][C:12]([CH3:13])([CH3:15])[CH3:14])=[O:16])[CH2:8][CH2:7]1. The catalyst class is: 599.